Dataset: Full USPTO retrosynthesis dataset with 1.9M reactions from patents (1976-2016). Task: Predict the reactants needed to synthesize the given product. (1) Given the product [CH3:2][C:1]1[S:3][CH:11]=[C:12]([C:14]2[CH:15]=[C:16]3[C:20](=[CH:21][CH:22]=2)[NH:19][C:18](=[O:23])[C:17]3=[C:24]2[CH:33]=[CH:32][C:31]3[C:26](=[CH:27][CH:28]=[CH:29][CH:30]=3)[NH:25]2)[N:4]=1, predict the reactants needed to synthesize it. The reactants are: [C:1]([NH2:4])(=[S:3])[CH3:2].CN(C=O)C.Cl[CH2:11][C:12]([C:14]1[CH:15]=[C:16]2[C:20](=[CH:21][CH:22]=1)[NH:19][C:18](=[O:23])[C:17]2=[C:24]1[CH:33]=[CH:32][C:31]2[C:26](=[CH:27][CH:28]=[CH:29][CH:30]=2)[NH:25]1)=O. (2) Given the product [CH3:14][O:15][C:16]1[CH:24]=[C:23]2[C:19]([C:20](=[CH:11][C:8]3[NH:9][CH:10]=[C:6]([CH2:5][CH2:4][C:1]([OH:3])=[O:2])[C:7]=3[CH3:13])[C:21](=[O:25])[NH:22]2)=[CH:18][CH:17]=1, predict the reactants needed to synthesize it. The reactants are: [C:1]([CH2:4][CH2:5][C:6]1[C:7]([CH3:13])=[C:8]([CH:11]=O)[NH:9][CH:10]=1)([OH:3])=[O:2].[CH3:14][O:15][C:16]1[CH:24]=[C:23]2[C:19]([CH2:20][C:21](=[O:25])[NH:22]2)=[CH:18][CH:17]=1. (3) Given the product [O:21]=[C:3]1[C:4]2[C:9](=[CH:8][CH:7]=[CH:6][CH:5]=2)[C:10]([S:12]([C:15]2[CH:16]=[CH:17][CH:18]=[CH:19][CH:20]=2)(=[O:14])=[O:13])=[N:11][N:2]1[NH:1][C:31](=[O:32])[CH2:30][C:26]1[CH:27]=[CH:28][CH:29]=[C:24]([C:23]([F:34])([F:22])[F:35])[CH:25]=1, predict the reactants needed to synthesize it. The reactants are: [NH2:1][N:2]1[N:11]=[C:10]([S:12]([C:15]2[CH:20]=[CH:19][CH:18]=[CH:17][CH:16]=2)(=[O:14])=[O:13])[C:9]2[C:4](=[CH:5][CH:6]=[CH:7][CH:8]=2)[C:3]1=[O:21].[F:22][C:23]([F:35])([F:34])[C:24]1[CH:25]=[C:26]([CH2:30][C:31](O)=[O:32])[CH:27]=[CH:28][CH:29]=1. (4) Given the product [CH:38]12[CH2:46][CH2:45][CH:42]([CH2:43][CH2:44]1)[CH2:41][N:40]([CH2:47][CH2:48][O:10][C:8]1[CH:9]=[CH:4][C:5]([CH2:12][CH2:13][CH2:14][NH:3][C:4]3[CH:9]=[C:8]([O:10][CH3:11])[CH:7]=[CH:6][C:5]=3[CH:12]3[CH2:21][CH2:20][C:19]4[CH:18]=[C:17]([OH:22])[CH:16]=[CH:15][C:14]=4[CH2:13]3)=[CH:6][CH:7]=1)[CH2:39]2, predict the reactants needed to synthesize it. The reactants are: C([N:3](C(=O)C1C=CC(O)=CC=1)[C:4]1[CH:9]=[C:8]([O:10][CH3:11])[CH:7]=[CH:6][C:5]=1[CH:12]1[CH2:21][CH2:20][C:19]2[CH:18]=[C:17]([O:22]C(=O)C(C)(C)C)[CH:16]=[CH:15][C:14]=2[CH2:13]1)C.[CH:38]12[CH2:46][CH2:45][CH:42]([CH2:43][CH2:44]1)[CH2:41][N:40]([C:47](=O)[CH2:48]Cl)[CH2:39]2. (5) Given the product [OH:4][C:5]1[CH:10]=[C:9]([OH:11])[CH:8]=[CH:7][C:6]=1[CH2:13][C:14]([NH:16][C:17]1[CH:22]=[CH:21][C:20]([C:23]2[O:27][C:26]([CH3:28])=[C:25]([C:29]([OH:31])=[O:30])[CH:24]=2)=[CH:19][CH:18]=1)=[O:15], predict the reactants needed to synthesize it. The reactants are: N#N.C[O:4][C:5]1[CH:10]=[C:9]([O:11]C)[CH:8]=[CH:7][C:6]=1[CH2:13][C:14]([NH:16][C:17]1[CH:22]=[CH:21][C:20]([C:23]2[O:27][C:26]([CH3:28])=[C:25]([C:29]([OH:31])=[O:30])[CH:24]=2)=[CH:19][CH:18]=1)=[O:15].B(Br)(Br)Br.